This data is from Full USPTO retrosynthesis dataset with 1.9M reactions from patents (1976-2016). The task is: Predict the reactants needed to synthesize the given product. (1) Given the product [F:21][C:13]1[CH:14]=[C:15]([N+:18]([O-:20])=[O:19])[CH:16]=[CH:17][C:12]=1[O:11][C:8]1[CH:7]=[CH:6][N:5]=[C:4]2[CH:3]=[C:2]([C:24]#[C:23][CH2:22][N:25]3[CH2:30][CH2:29][O:28][CH2:27][CH2:26]3)[S:10][C:9]=12, predict the reactants needed to synthesize it. The reactants are: Br[C:2]1[S:10][C:9]2[C:4](=[N:5][CH:6]=[CH:7][C:8]=2[O:11][C:12]2[CH:17]=[CH:16][C:15]([N+:18]([O-:20])=[O:19])=[CH:14][C:13]=2[F:21])[CH:3]=1.[CH2:22]([N:25]1[CH2:30][CH2:29][O:28][CH2:27][CH2:26]1)[C:23]#[CH:24].C(N(CC)CC)C. (2) Given the product [CH3:11][N:12]([CH3:13])[C:2]1[CH:7]=[CH:6][CH:5]=[CH:4][C:3]=1[N+:8]([O-:10])=[O:9], predict the reactants needed to synthesize it. The reactants are: F[C:2]1[CH:7]=[CH:6][CH:5]=[CH:4][C:3]=1[N+:8]([O-:10])=[O:9].[CH3:11][NH:12][CH3:13]. (3) Given the product [Cl:1][C:2]1[CH:7]=[C:6]([C:8]2[N:9]=[C:10]([N:21]3[CH2:26][CH2:25][C@@H:24]([OH:27])[C@H:23]([OH:28])[CH2:22]3)[C:11]3[C:17]([O:18][CH3:19])=[CH:16][N:15]=[CH:14][C:12]=3[N:13]=2)[CH:5]=[CH:4][N:3]=1, predict the reactants needed to synthesize it. The reactants are: [Cl:1][C:2]1[CH:7]=[C:6]([C:8]2[N:9]=[C:10](O)[C:11]3[C:17]([O:18][CH3:19])=[CH:16][N:15]=[CH:14][C:12]=3[N:13]=2)[CH:5]=[CH:4][N:3]=1.[NH:21]1[CH2:26][CH2:25][C@@H:24]([OH:27])[C@H:23]([OH:28])[CH2:22]1.C(OC(N1CCN(C2C3C(C4CC4)=CN=CC=3N=C(C3C=CN=C(Cl)C=3)N=2)CC1)=O)(C)(C)C. (4) Given the product [CH3:1][S:2]([C:5]1[CH:10]=[CH:9][N:8]=[C:7]([CH2:11][S@:12]([C:15]2[NH:16][C:17]3[CH:23]=[CH:22][CH:21]=[CH:20][C:18]=3[N:19]=2)=[O:13])[C:6]=1[CH3:24])(=[O:3])=[O:4], predict the reactants needed to synthesize it. The reactants are: [CH3:1][S:2]([C:5]1[CH:10]=[CH:9][N:8]=[C:7]([CH2:11][S:12]([C:15]2[NH:19][C:18]3[CH:20]=[CH:21][CH:22]=[CH:23][C:17]=3[N:16]=2)(=O)=[O:13])[C:6]=1[CH3:24])(=[O:4])=[O:3].C([C@@](C([O-])=O)(O)[C@@](CC)(O)C([O-])=O)C.C(N(C(C)C)CC)(C)C.[O-]O.C1(C(C)C)C=CC=CC=1.N. (5) Given the product [O:4]1[CH2:5][CH:6]([C:8]2[C:16]3[S:15][C:14]([NH:17][C:26]([C:25]4[N:21]([CH3:20])[CH:22]=[N:23][CH:24]=4)=[O:27])=[N:13][C:12]=3[C:11]([O:18][CH3:19])=[CH:10][CH:9]=2)[CH2:7][O:1][CH2:2][CH2:3]1, predict the reactants needed to synthesize it. The reactants are: [O:1]1[CH2:7][CH:6]([C:8]2[C:16]3[S:15][C:14]([NH2:17])=[N:13][C:12]=3[C:11]([O:18][CH3:19])=[CH:10][CH:9]=2)[CH2:5][O:4][CH2:3][CH2:2]1.[CH3:20][N:21]1[C:25]([C:26](O)=[O:27])=[CH:24][N:23]=[CH:22]1. (6) The reactants are: [C:1]([O:4][CH2:5][CH2:6][O:7][C:8]1[CH:23]=[CH:22][C:11]([C:12]([O:14]CC2C=CC=CC=2)=[O:13])=[C:10]([Cl:24])[CH:9]=1)(=[O:3])[CH3:2]. Given the product [C:1]([O:4][CH2:5][CH2:6][O:7][C:8]1[CH:23]=[CH:22][C:11]([C:12]([OH:14])=[O:13])=[C:10]([Cl:24])[CH:9]=1)(=[O:3])[CH3:2], predict the reactants needed to synthesize it.